From a dataset of Forward reaction prediction with 1.9M reactions from USPTO patents (1976-2016). Predict the product of the given reaction. Given the reactants [NH2:1][C:2]1[C:7]([C:8]([C:10]2[C:15]([O:16][CH3:17])=[CH:14][CH:13]=[C:12]([F:18])[C:11]=2[F:19])=[O:9])=[CH:6][CH:5]=[C:4](Cl)[N:3]=1.[NH2:21][CH:22]1[CH2:27][CH2:26][N:25]([C:28](=[O:30])[CH3:29])[CH2:24][CH2:23]1, predict the reaction product. The product is: [NH2:1][C:2]1[N:3]=[C:4]([NH:21][CH:22]2[CH2:27][CH2:26][N:25]([C:28](=[O:30])[CH3:29])[CH2:24][CH2:23]2)[CH:5]=[CH:6][C:7]=1[C:8](=[O:9])[C:10]1[C:15]([O:16][CH3:17])=[CH:14][CH:13]=[C:12]([F:18])[C:11]=1[F:19].